This data is from Peptide-MHC class I binding affinity with 185,985 pairs from IEDB/IMGT. The task is: Regression. Given a peptide amino acid sequence and an MHC pseudo amino acid sequence, predict their binding affinity value. This is MHC class I binding data. The peptide sequence is RSIMGSNNI. The MHC is HLA-A32:01 with pseudo-sequence HLA-A32:01. The binding affinity (normalized) is 0.542.